Predict the product of the given reaction. From a dataset of Forward reaction prediction with 1.9M reactions from USPTO patents (1976-2016). (1) Given the reactants Cl[C:2]1[C:15]2[C:14](=[O:16])[C:13]3[C:8](=[C:9]([NH:17][CH2:18][CH2:19][N:20]([CH3:22])[CH3:21])[CH:10]=[CH:11][CH:12]=3)[C:7](=[O:23])[C:6]=2[CH:5]=[CH:4][CH:3]=1.[CH3:24][N:25]([CH3:30])[CH2:26][CH2:27][NH:28][CH3:29], predict the reaction product. The product is: [CH3:24][N:25]([CH3:30])[CH2:26][CH2:27][N:28]([CH3:29])[C:2]1[C:15]2[C:14](=[O:16])[C:13]3[C:8](=[C:9]([NH:17][CH2:18][CH2:19][N:20]([CH3:22])[CH3:21])[CH:10]=[CH:11][CH:12]=3)[C:7](=[O:23])[C:6]=2[CH:5]=[CH:4][CH:3]=1. (2) Given the reactants C(Cl)Cl.[CH3:4][O:5][C:6]1[C:7]([CH2:19][C@@H:20]2[O:22][C@@:21]2([CH3:29])[CH2:23][CH2:24][CH:25]=[C:26]([CH3:28])[CH3:27])([CH2:14][CH:15]=[C:16]([CH3:18])[CH3:17])[C:8]([O:12][CH3:13])=[CH:9][CH2:10][CH:11]=1.C(C1C=C(C)C=C(C(C)(C)C)N=1)(C)(C)C.FC(F)(F)S(O[Si](C)(C)C)(=O)=O, predict the reaction product. The product is: [CH3:4][O:5][C:6]1[C@@:7]2([CH2:14][CH:15]=[C:16]([CH3:18])[CH3:17])[CH2:19][CH:20]3[O:22][C@@:8]2([O:12][CH3:13])[C@H:9]([CH2:10][CH:11]=1)[C@:21]3([CH3:29])[CH2:23][CH2:24][CH:25]=[C:26]([CH3:27])[CH3:28].